From a dataset of Catalyst prediction with 721,799 reactions and 888 catalyst types from USPTO. Predict which catalyst facilitates the given reaction. (1) Reactant: [N+:1]([C:4]1[CH:9]=[CH:8][C:7]([N:10]2[CH2:15][CH2:14][CH:13]([CH2:16][OH:17])[CH2:12][CH2:11]2)=[CH:6][CH:5]=1)([O-])=O.C(O)C. Product: [NH2:1][C:4]1[CH:9]=[CH:8][C:7]([N:10]2[CH2:11][CH2:12][CH:13]([CH2:16][OH:17])[CH2:14][CH2:15]2)=[CH:6][CH:5]=1. The catalyst class is: 45. (2) Product: [Br:26][C:27]1[CH:34]=[CH:33][CH:32]=[CH:31][C:28]=1/[CH:29]=[N:2]/[NH:1][C:3](=[O:25])[CH:4]([NH:16][C:17](=[O:24])[C:18]1[CH:23]=[CH:22][CH:21]=[CH:20][CH:19]=1)[C:5]1[C:14]2[C:9](=[CH:10][CH:11]=[CH:12][CH:13]=2)[C:8](=[O:15])[NH:7][N:6]=1. The catalyst class is: 8. Reactant: [NH:1]([C:3](=[O:25])[CH:4]([NH:16][C:17](=[O:24])[C:18]1[CH:23]=[CH:22][CH:21]=[CH:20][CH:19]=1)[C:5]1[C:14]2[C:9](=[CH:10][CH:11]=[CH:12][CH:13]=2)[C:8](=[O:15])[NH:7][N:6]=1)[NH2:2].[Br:26][C:27]1[CH:34]=[CH:33][CH:32]=[CH:31][C:28]=1[CH:29]=O.C(O)(=O)C. (3) Reactant: Cl[C:2]1[C:10]2[C:5](=[CH:6][CH:7]=[C:8]([CH:11]3[O:16][CH2:15][CH2:14][CH2:13][O:12]3)[CH:9]=2)[N:4]([CH2:17][O:18][CH2:19][CH2:20][Si:21]([CH3:24])([CH3:23])[CH3:22])[N:3]=1.[CH3:25][O:26][CH2:27][CH2:28][CH2:29][NH:30][CH3:31].C1(P(C2CCCCC2)C2C=CC=CC=2C2C(C(C)C)=CC(C(C)C)=CC=2C(C)C)CCCCC1.C[Si](C)(C)[N-][Si](C)(C)C.[Li+]. Product: [O:12]1[CH2:13][CH2:14][CH2:15][O:16][CH:11]1[C:8]1[CH:9]=[C:10]2[C:5](=[CH:6][CH:7]=1)[N:4]([CH2:17][O:18][CH2:19][CH2:20][Si:21]([CH3:24])([CH3:23])[CH3:22])[N:3]=[C:2]2[N:30]([CH2:29][CH2:28][CH2:27][O:26][CH3:25])[CH3:31]. The catalyst class is: 443.